The task is: Binary Classification. Given a miRNA mature sequence and a target amino acid sequence, predict their likelihood of interaction.. This data is from Experimentally validated miRNA-target interactions with 360,000+ pairs, plus equal number of negative samples. The miRNA is hsa-miR-6770-3p with sequence CUGGCGGCUGUGUCUUCACAG. The protein sequence of the target gene is MSSDSDRQCPVDGDIDQQEMIPSKKNAVLVDGVVLNGPTTDAKAGEKFVEEACRLIMEEVVLKATDVNEKVCEWRPPEQLKQLLDLEMRDSGEPPHKLLELCRDVIHYSVKTNHPRFFNQLYAGLDYYSLVARFMTEALNPSVYTYEVSPVFLLVEEAVLKKMIEFIGWKEGDGIFNPGGSVSNMYAMNLARYKYCPDIKEKGLSGSPRLILFTSAECHYSMKKAASFLGIGTENVCFVETDGRGKMIPEELEKQVWQARKEGAAPFLVCATSGTTVLGAFDPLDEIADICERHSLWLHV.... Result: 0 (no interaction).